Dataset: Forward reaction prediction with 1.9M reactions from USPTO patents (1976-2016). Task: Predict the product of the given reaction. (1) Given the reactants [CH2:1]([C:3]1[O:7][C:6]([NH:8][C:9](=[O:16])OCC(Cl)(Cl)Cl)=[N:5][N:4]=1)[CH3:2].[C:17]1([C:23]2[N:27]=[C:26]([N:28]3[CH2:33][CH2:32][NH:31][CH2:30][CH2:29]3)[S:25][N:24]=2)[CH:22]=[CH:21][CH:20]=[CH:19][CH:18]=1.C(N(C(C)C)CC)(C)C.O, predict the reaction product. The product is: [CH2:1]([C:3]1[O:7][C:6]([NH:8][C:9]([N:31]2[CH2:32][CH2:33][N:28]([C:26]3[S:25][N:24]=[C:23]([C:17]4[CH:22]=[CH:21][CH:20]=[CH:19][CH:18]=4)[N:27]=3)[CH2:29][CH2:30]2)=[O:16])=[N:5][N:4]=1)[CH3:2]. (2) Given the reactants [C:1]1([CH3:14])[CH:6]=[CH:5][CH:4]=[C:3]([C:7]2[O:11][N:10]=[C:9]([CH:12]=[O:13])[CH:8]=2)[CH:2]=1.[CH3:15][Mg]Br.C(OCC)C, predict the reaction product. The product is: [CH3:14][C:1]1[CH:2]=[C:3]([C:7]2[O:11][N:10]=[C:9]([CH:12]([OH:13])[CH3:15])[CH:8]=2)[CH:4]=[CH:5][CH:6]=1. (3) Given the reactants C(OC(=O)[NH:7][CH:8]([C:11]1[CH:16]=[CH:15][C:14]([F:17])=[CH:13][CH:12]=1)[CH2:9]O)(C)(C)C.[CH2:19]([N:21](CC)[CH2:22][CH3:23])[CH3:20].CS(Cl)(=O)=[O:28].O, predict the reaction product. The product is: [F:17][C:14]1[CH:13]=[CH:12][C:11]([CH:8]([NH2:7])[CH2:9][N:21]2[CH2:22][CH2:23][O:28][CH2:20][CH2:19]2)=[CH:16][CH:15]=1. (4) Given the reactants [F:1][C:2]1[C:3]([N+:12]([O-:14])=[O:13])=[C:4]([CH2:8][C:9]([OH:11])=O)[CH:5]=[CH:6][CH:7]=1.[CH2:15]([N:22]1[CH2:27][CH2:26][CH:25]([NH2:28])[CH2:24][CH2:23]1)[C:16]1[CH:21]=[CH:20][CH:19]=[CH:18][CH:17]=1, predict the reaction product. The product is: [CH2:15]([N:22]1[CH2:27][CH2:26][CH:25]([NH:28][C:9](=[O:11])[CH2:8][C:4]2[CH:5]=[CH:6][CH:7]=[C:2]([F:1])[C:3]=2[N+:12]([O-:14])=[O:13])[CH2:24][CH2:23]1)[C:16]1[CH:17]=[CH:18][CH:19]=[CH:20][CH:21]=1. (5) Given the reactants OC(C1C=CC2OCC(=O)NC=2C=1)CN1CCNCC1.ClCC(C1C=CC2SCC(=O)NC=2C=1)=O.[CH3:36][O:37][C:38]1[CH:39]=[N:40][C:41]2[C:46]([CH:47]=1)=[C:45]([CH:48]1[CH2:50][O:49]1)[CH:44]=[CH:43][CH:42]=2.[OH:51][CH:52]([C:60]1[CH:61]=[CH:62][C:63]2[S:68][CH2:67][C:66](=[O:69])[NH:65][C:64]=2[CH:70]=1)[CH2:53][N:54]1[CH2:59][CH2:58][NH:57][CH2:56][CH2:55]1, predict the reaction product. The product is: [OH:51][CH:52]([C:60]1[CH:61]=[CH:62][C:63]2[S:68][CH2:67][C:66](=[O:69])[NH:65][C:64]=2[CH:70]=1)[CH2:53][N:54]1[CH2:55][CH2:56][N:57]([CH2:50][CH:48]([OH:49])[C:45]2[CH:44]=[CH:43][CH:42]=[C:41]3[C:46]=2[CH:47]=[C:38]([O:37][CH3:36])[CH:39]=[N:40]3)[CH2:58][CH2:59]1. (6) Given the reactants [C:1]([O:4][C:5]1[CH:6]=[C:7](/[CH:19]=[CH:20]/[C:21]2[CH:26]=[CH:25][CH:24]=[CH:23][CH:22]=2)[CH:8]=[C:9]([O:15][C:16](=[O:18])[CH3:17])[C:10]=1[O:11][C:12](=[O:14])[CH3:13])(=[O:3])[CH3:2], predict the reaction product. The product is: [C:16]([O:15][C:9]1[CH:8]=[C:7]([CH2:19][CH2:20][C:21]2[CH:26]=[CH:25][CH:24]=[CH:23][CH:22]=2)[CH:6]=[C:5]([O:4][C:1](=[O:3])[CH3:2])[C:10]=1[O:11][C:12](=[O:14])[CH3:13])(=[O:18])[CH3:17]. (7) Given the reactants Cl.[CH3:2][O:3][C:4]1([CH2:10][C:11]#[N:12])[CH2:9][CH2:8][NH:7][CH2:6][CH2:5]1.Cl[C:14]1[N:19]=[C:18]([NH2:20])[CH:17]=[CH:16][N:15]=1.C(N(C(C)C)C(C)C)C, predict the reaction product. The product is: [NH2:20][C:18]1[CH:17]=[CH:16][N:15]=[C:14]([N:7]2[CH2:8][CH2:9][C:4]([CH2:10][C:11]#[N:12])([O:3][CH3:2])[CH2:5][CH2:6]2)[N:19]=1. (8) Given the reactants C(=O)(O)O.[NH2:5][NH:6][C:7]([NH2:9])=[NH:8].[CH3:10][S:11]([OH:14])(=[O:13])=[O:12], predict the reaction product. The product is: [S:11]([OH:14])(=[O:13])(=[O:12])[CH3:10].[S:11]([OH:14])(=[O:13])(=[O:12])[CH3:10].[NH2:5][NH:6][C:7]([NH2:9])=[NH:8].